From a dataset of NCI-60 drug combinations with 297,098 pairs across 59 cell lines. Regression. Given two drug SMILES strings and cell line genomic features, predict the synergy score measuring deviation from expected non-interaction effect. Drug 1: CCN(CC)CCCC(C)NC1=C2C=C(C=CC2=NC3=C1C=CC(=C3)Cl)OC. Drug 2: CC1=C(C(=O)C2=C(C1=O)N3CC4C(C3(C2COC(=O)N)OC)N4)N. Cell line: SNB-19. Synergy scores: CSS=40.2, Synergy_ZIP=-11.1, Synergy_Bliss=-0.0492, Synergy_Loewe=-11.4, Synergy_HSA=-0.122.